Dataset: Catalyst prediction with 721,799 reactions and 888 catalyst types from USPTO. Task: Predict which catalyst facilitates the given reaction. (1) Reactant: [F:1][C:2]1[CH:3]=[C:4]([C@H:12]2[O:16][C:15](=[O:17])[N:14]([CH2:18][C:19]3[C:24]([C:25]4[CH:26]=[C:27]([C:33]5[CH:45]=[CH:44][C:36]([C:37]([O:39][C:40]([CH3:43])([CH3:42])[CH3:41])=[O:38])=[CH:35][C:34]=5[CH3:46])[CH:28]=[N:29][C:30]=4[O:31][CH3:32])=[CH:23][N:22]=[C:21](S(C)(=O)=O)[N:20]=3)[C@H:13]2[CH3:51])[CH:5]=[C:6]([C:8]([F:11])([F:10])[F:9])[CH:7]=1.Cl.[F:53][C:54]1([F:58])[CH2:57][NH:56][CH2:55]1.C(N(CC)CC)C. Product: [F:53][C:54]1([F:58])[CH2:57][N:56]([C:21]2[N:20]=[C:19]([CH2:18][N:14]3[C@@H:13]([CH3:51])[C@@H:12]([C:4]4[CH:5]=[C:6]([C:8]([F:9])([F:11])[F:10])[CH:7]=[C:2]([F:1])[CH:3]=4)[O:16][C:15]3=[O:17])[C:24]([C:25]3[CH:26]=[C:27]([C:33]4[CH:45]=[CH:44][C:36]([C:37]([O:39][C:40]([CH3:41])([CH3:43])[CH3:42])=[O:38])=[CH:35][C:34]=4[CH3:46])[CH:28]=[N:29][C:30]=3[O:31][CH3:32])=[CH:23][N:22]=2)[CH2:55]1. The catalyst class is: 56. (2) Reactant: [F:1][C:2]1[CH:7]=[CH:6][C:5]([C:8]2[N:12](CC=C)[N:11]=[C:10]([CH3:16])[CH:9]=2)=[CH:4][CH:3]=1.C[N+]1([O-])CC[O:21]CC1.C[C:26]([CH3:28])=[O:27]. Product: [F:1][C:2]1[CH:7]=[CH:6][C:5]([C:8]2[N:12]([CH2:28][CH:26]([OH:21])[OH:27])[N:11]=[C:10]([CH3:16])[CH:9]=2)=[CH:4][CH:3]=1. The catalyst class is: 6. (3) Reactant: [CH3:1][C:2]1([CH3:14])[C:6]([CH3:8])([CH3:7])[O:5][B:4]([C:9]2[CH:10]=[N:11][NH:12][CH:13]=2)[O:3]1.C(=O)([O-])[O-].[Cs+].[Cs+].[CH3:21][C:22]1([CH3:25])[CH2:24][O:23]1. Product: [CH3:21][C:22]([OH:23])([CH3:25])[CH2:24][N:12]1[CH:13]=[C:9]([B:4]2[O:5][C:6]([CH3:7])([CH3:8])[C:2]([CH3:14])([CH3:1])[O:3]2)[CH:10]=[N:11]1. The catalyst class is: 10. (4) The catalyst class is: 16. Product: [ClH:1].[Cl:15][C:9]1[CH:10]=[C:11]([Cl:14])[CH:12]=[CH:13][C:8]=1[C:6]1[N:7]=[C:2]([N:20]2[CH2:25][CH2:24][CH2:23][CH:22]([NH:26][C:27]3[N:32]=[CH:31][C:30]([C:33]#[N:34])=[CH:29][CH:28]=3)[CH2:21]2)[C:3]2[N:4]([N:16]=[CH:17][N:18]=2)[CH:5]=1. Reactant: [Cl:1][C:2]1[C:3]2[N:4]([N:16]=[CH:17][N:18]=2)[CH:5]=[C:6]([C:8]2[CH:13]=[CH:12][C:11]([Cl:14])=[CH:10][C:9]=2[Cl:15])[N:7]=1.Cl.[NH:20]1[CH2:25][CH2:24][CH2:23][CH:22]([NH:26][C:27]2[N:32]=[CH:31][C:30]([C:33]#[N:34])=[CH:29][CH:28]=2)[CH2:21]1.C(N(CC)C(C)C)(C)C. (5) Reactant: Br[C:2]1[C:3]([CH2:20][CH2:21][CH2:22][N:23]2[CH2:27][CH2:26][CH2:25][CH2:24]2)=[C:4]([C:12]2[CH:17]=[CH:16][CH:15]=[C:14]([O:18][CH3:19])[CH:13]=2)[N:5]2[C:10]=1[C:9]([NH2:11])=[N:8][CH:7]=[N:6]2.[Cl:28][C:29]1[CH:30]=[C:31]([CH:44]=[CH:45][CH:46]=1)[O:32][C:33]1[CH:38]=[CH:37][C:36](B(O)O)=[CH:35][C:34]=1[O:42][CH3:43].P([O-])([O-])([O-])=O.[K+].[K+].[K+]. The catalyst class is: 128. Product: [Cl:28][C:29]1[CH:30]=[C:31]([CH:44]=[CH:45][CH:46]=1)[O:32][C:33]1[CH:38]=[CH:37][C:36]([C:2]2[C:3]([CH2:20][CH2:21][CH2:22][N:23]3[CH2:27][CH2:26][CH2:25][CH2:24]3)=[C:4]([C:12]3[CH:17]=[CH:16][CH:15]=[C:14]([O:18][CH3:19])[CH:13]=3)[N:5]3[C:10]=2[C:9]([NH2:11])=[N:8][CH:7]=[N:6]3)=[CH:35][C:34]=1[O:42][CH3:43]. (6) Reactant: [N:1]1([C:7]2[CH:8]=[CH:9][C:10]([N+:18]([O-])=O)=[C:11]([CH:17]=2)[O:12][CH2:13][CH2:14][C:15]#[N:16])[CH2:6][CH2:5][O:4][CH2:3][CH2:2]1.C(N(CC)CC)C.[Cl:28][C:29]1[N:34]=[C:33](Cl)[C:32]([Cl:36])=[CH:31][N:30]=1.O. Product: [Cl:28][C:29]1[N:34]=[C:33]([NH:18][C:10]2[CH:9]=[CH:8][C:7]([N:1]3[CH2:6][CH2:5][O:4][CH2:3][CH2:2]3)=[CH:17][C:11]=2[O:12][CH2:13][CH2:14][C:15]#[N:16])[C:32]([Cl:36])=[CH:31][N:30]=1. The catalyst class is: 63. (7) Reactant: [N+:1]([C:4]1[C:13]2[C:8](=[CH:9][CH:10]=[CH:11][CH:12]=2)[C:7]([OH:14])=[CH:6][CH:5]=1)([O-:3])=[O:2].C1(P(C2C=CC=CC=2)C2C=CC=CC=2)C=CC=CC=1.[NH2:34][C:35]1[CH:40]=[C:39]([CH2:41]O)[CH:38]=[CH:37][N:36]=1.CC(OC(/N=N/C(OC(C)C)=O)=O)C. Product: [NH2:34][C:35]1[CH:40]=[C:39]([CH2:41][O:14][C:7]2[C:8]3[C:13](=[CH:12][CH:11]=[CH:10][CH:9]=3)[C:4]([N+:1]([O-:3])=[O:2])=[CH:5][CH:6]=2)[CH:38]=[CH:37][N:36]=1. The catalyst class is: 1. (8) Reactant: C[O:2][C:3](=[O:35])[CH2:4][CH2:5][C:6]1[CH:11]=[CH:10][C:9]([O:12][CH2:13][CH:14]([C:16]2[S:20][C:19]([C:21]3[CH:26]=[CH:25][C:24]([C:27]([F:30])([F:29])[F:28])=[CH:23][CH:22]=3)=[N:18][C:17]=2[CH:31]([CH3:33])[CH3:32])[CH3:15])=[CH:8][C:7]=1[CH3:34].[OH-].[Na+].Cl. Product: [CH:31]([C:17]1[N:18]=[C:19]([C:21]2[CH:22]=[CH:23][C:24]([C:27]([F:29])([F:30])[F:28])=[CH:25][CH:26]=2)[S:20][C:16]=1[CH:14]([CH3:15])[CH2:13][O:12][C:9]1[CH:10]=[CH:11][C:6]([CH2:5][CH2:4][C:3]([OH:35])=[O:2])=[C:7]([CH3:34])[CH:8]=1)([CH3:32])[CH3:33]. The catalyst class is: 305. (9) Reactant: [NH2:1][C:2]1[CH:10]=[CH:9][C:8]([N:11]2[CH2:16][CH2:15][CH2:14][CH2:13][CH2:12]2)=[CH:7][C:3]=1[C:4]([NH2:6])=[O:5].[C:17](Cl)(Cl)=[O:18]. Product: [N:11]1([C:8]2[CH:7]=[C:3]3[C:2](=[CH:10][CH:9]=2)[NH:1][C:17](=[O:18])[NH:6][C:4]3=[O:5])[CH2:16][CH2:15][CH2:14][CH2:13][CH2:12]1. The catalyst class is: 12.